Dataset: Peptide-MHC class II binding affinity with 134,281 pairs from IEDB. Task: Regression. Given a peptide amino acid sequence and an MHC pseudo amino acid sequence, predict their binding affinity value. This is MHC class II binding data. (1) The peptide sequence is TRSAYERMCNILKGK. The MHC is DRB1_0401 with pseudo-sequence DRB1_0401. The binding affinity (normalized) is 0.368. (2) The peptide sequence is MGAVLIWVGINTRNM. The MHC is DRB5_0101 with pseudo-sequence DRB5_0101. The binding affinity (normalized) is 0.538. (3) The peptide sequence is GELQIDDKIDAAFKI. The MHC is DRB1_0701 with pseudo-sequence DRB1_0701. The binding affinity (normalized) is 0.579. (4) The peptide sequence is DTFRKLFRDYSNFLR. The MHC is DRB1_1302 with pseudo-sequence DRB1_1302. The binding affinity (normalized) is 0.719. (5) The peptide sequence is INIPTAAAIAYGLDR. The binding affinity (normalized) is 0.489. The MHC is HLA-DQA10401-DQB10402 with pseudo-sequence HLA-DQA10401-DQB10402.